Regression. Given two drug SMILES strings and cell line genomic features, predict the synergy score measuring deviation from expected non-interaction effect. From a dataset of NCI-60 drug combinations with 297,098 pairs across 59 cell lines. (1) Synergy scores: CSS=6.97, Synergy_ZIP=-1.59, Synergy_Bliss=0.960, Synergy_Loewe=0.177, Synergy_HSA=0.203. Drug 2: CS(=O)(=O)OCCCCOS(=O)(=O)C. Cell line: DU-145. Drug 1: CNC(=O)C1=NC=CC(=C1)OC2=CC=C(C=C2)NC(=O)NC3=CC(=C(C=C3)Cl)C(F)(F)F. (2) Drug 1: CCC1(CC2CC(C3=C(CCN(C2)C1)C4=CC=CC=C4N3)(C5=C(C=C6C(=C5)C78CCN9C7C(C=CC9)(C(C(C8N6C)(C(=O)OC)O)OC(=O)C)CC)OC)C(=O)OC)O.OS(=O)(=O)O. Drug 2: C1=NC(=NC(=O)N1C2C(C(C(O2)CO)O)O)N. Cell line: OVCAR-4. Synergy scores: CSS=17.7, Synergy_ZIP=-7.47, Synergy_Bliss=-1.12, Synergy_Loewe=-2.89, Synergy_HSA=-2.74. (3) Drug 1: C1=C(C(=O)NC(=O)N1)N(CCCl)CCCl. Drug 2: B(C(CC(C)C)NC(=O)C(CC1=CC=CC=C1)NC(=O)C2=NC=CN=C2)(O)O. Cell line: PC-3. Synergy scores: CSS=7.91, Synergy_ZIP=-6.43, Synergy_Bliss=-5.08, Synergy_Loewe=-5.20, Synergy_HSA=-4.67. (4) Drug 1: C1=CC(=CC=C1CCCC(=O)O)N(CCCl)CCCl. Drug 2: CC(C)(C#N)C1=CC(=CC(=C1)CN2C=NC=N2)C(C)(C)C#N. Cell line: NCI/ADR-RES. Synergy scores: CSS=10.4, Synergy_ZIP=-8.11, Synergy_Bliss=-7.68, Synergy_Loewe=-6.26, Synergy_HSA=-6.64. (5) Cell line: KM12. Drug 1: CNC(=O)C1=CC=CC=C1SC2=CC3=C(C=C2)C(=NN3)C=CC4=CC=CC=N4. Synergy scores: CSS=34.2, Synergy_ZIP=-0.880, Synergy_Bliss=0.355, Synergy_Loewe=-0.214, Synergy_HSA=2.55. Drug 2: CC1C(C(CC(O1)OC2CC(CC3=C2C(=C4C(=C3O)C(=O)C5=CC=CC=C5C4=O)O)(C(=O)C)O)N)O. (6) Synergy scores: CSS=40.2, Synergy_ZIP=-4.46, Synergy_Bliss=-2.59, Synergy_Loewe=-11.1, Synergy_HSA=0.386. Cell line: SK-OV-3. Drug 1: CC1=C2C(C(=O)C3(C(CC4C(C3C(C(C2(C)C)(CC1OC(=O)C(C(C5=CC=CC=C5)NC(=O)OC(C)(C)C)O)O)OC(=O)C6=CC=CC=C6)(CO4)OC(=O)C)OC)C)OC. Drug 2: CC1=C(C(=O)C2=C(C1=O)N3CC4C(C3(C2COC(=O)N)OC)N4)N. (7) Drug 1: C1CN1C2=NC(=NC(=N2)N3CC3)N4CC4. Drug 2: C1CCC(C(C1)N)N.C(=O)(C(=O)[O-])[O-].[Pt+4]. Cell line: PC-3. Synergy scores: CSS=28.6, Synergy_ZIP=-5.19, Synergy_Bliss=-0.320, Synergy_Loewe=4.80, Synergy_HSA=5.69. (8) Drug 1: C1CCC(C1)C(CC#N)N2C=C(C=N2)C3=C4C=CNC4=NC=N3. Drug 2: CC1=C2C(C(=O)C3(C(CC4C(C3C(C(C2(C)C)(CC1OC(=O)C(C(C5=CC=CC=C5)NC(=O)OC(C)(C)C)O)O)OC(=O)C6=CC=CC=C6)(CO4)OC(=O)C)OC)C)OC. Cell line: A549. Synergy scores: CSS=65.9, Synergy_ZIP=12.9, Synergy_Bliss=13.2, Synergy_Loewe=3.20, Synergy_HSA=15.2. (9) Drug 1: C1CC(=O)NC(=O)C1N2CC3=C(C2=O)C=CC=C3N. Drug 2: CN1C2=C(C=C(C=C2)N(CCCl)CCCl)N=C1CCCC(=O)O.Cl. Cell line: 786-0. Synergy scores: CSS=-0.121, Synergy_ZIP=-4.63, Synergy_Bliss=-9.66, Synergy_Loewe=-8.57, Synergy_HSA=-8.56.